Task: Predict the product of the given reaction.. Dataset: Forward reaction prediction with 1.9M reactions from USPTO patents (1976-2016) (1) Given the reactants [Mg].CC(C[Al]CC(C)C)C.Br[C:12]1[C:13]([CH3:26])=[C:14]([C:20]2[CH:25]=[CH:24][CH:23]=[CH:22][CH:21]=2)[C:15]([CH3:19])=[CH:16][C:17]=1[CH3:18].[H-].[Na+].Br[C:30]1[CH:31]=[CH:32][C:33]([CH3:37])=[C:34]([OH:36])[CH:35]=1, predict the reaction product. The product is: [CH3:26][C:13]1[C:14]([C:20]2[CH:25]=[CH:24][CH:23]=[CH:22][CH:21]=2)=[C:15]([CH3:19])[CH:16]=[C:17]([CH3:18])[C:12]=1[C:30]1[CH:31]=[CH:32][C:33]([CH3:37])=[C:34]([OH:36])[CH:35]=1. (2) Given the reactants [Cl:1][C:2]1[CH:3]=[C:4]([NH:8][CH2:9][C:10]2[C:19]3[C:14](=[C:15]([F:20])[CH:16]=[CH:17][CH:18]=3)[NH:13][C:12](=[O:21])[CH:11]=2)[CH:5]=[CH:6][CH:7]=1.[CH3:22][C:23]1[C:28]([C:29](O)=[O:30])=[CH:27][N:26]=[CH:25][CH:24]=1, predict the reaction product. The product is: [Cl:1][C:2]1[CH:3]=[C:4]([N:8]([CH2:9][C:10]2[C:19]3[C:14](=[C:15]([F:20])[CH:16]=[CH:17][CH:18]=3)[NH:13][C:12](=[O:21])[CH:11]=2)[C:29](=[O:30])[C:28]2[C:23]([CH3:22])=[CH:24][CH:25]=[N:26][CH:27]=2)[CH:5]=[CH:6][CH:7]=1. (3) Given the reactants [CH3:1][C:2]1[N:7]=[C:6]([C:8]([OH:10])=O)[C:5]([C:11]2[CH:16]=[CH:15][CH:14]=[CH:13][CH:12]=2)=[CH:4][CH:3]=1.[F:17][C:18]1[CH:19]=[C:20]([CH3:34])[C:21]2[N:22]([CH:24]=[C:25]([CH2:27][C@@H:28]3[CH2:33][CH2:32][CH2:31][CH2:30][NH:29]3)[N:26]=2)[CH:23]=1.CN(C(ON1N=NC2C=CC=CC1=2)=[N+](C)C)C.[B-](F)(F)(F)F.CCN(C(C)C)C(C)C, predict the reaction product. The product is: [F:17][C:18]1[CH:19]=[C:20]([CH3:34])[C:21]2[N:22]([CH:24]=[C:25]([CH2:27][C@@H:28]3[CH2:33][CH2:32][CH2:31][CH2:30][N:29]3[C:8]([C:6]3[C:5]([C:11]4[CH:16]=[CH:15][CH:14]=[CH:13][CH:12]=4)=[CH:4][CH:3]=[C:2]([CH3:1])[N:7]=3)=[O:10])[N:26]=2)[CH:23]=1. (4) Given the reactants [CH2:1]([O:5][CH2:6][CH2:7][O:8][C:9]1[CH:14]=[CH:13][C:12]([C:15]2[CH:16]=[CH:17][C:18]3[N:24]([CH2:25][CH:26]([CH3:28])[CH3:27])[CH2:23][CH2:22][C:21]([C:29]([NH:31][C:32]4[CH:37]=[CH:36][C:35]([CH2:38][S:39][C:40]5[N:44]([CH3:45])[CH:43]=[N:42][N:41]=5)=[CH:34][CH:33]=4)=[O:30])=[CH:20][C:19]=3[CH:46]=2)=[CH:11][CH:10]=1)[CH2:2][CH2:3][CH3:4].ClC1C=CC=C(C(OO)=[O:55])C=1.S([O-])([O-])(=O)=S.[Mg+2], predict the reaction product. The product is: [CH2:1]([O:5][CH2:6][CH2:7][O:8][C:9]1[CH:10]=[CH:11][C:12]([C:15]2[CH:16]=[CH:17][C:18]3[N:24]([CH2:25][CH:26]([CH3:27])[CH3:28])[CH2:23][CH2:22][C:21]([C:29]([NH:31][C:32]4[CH:33]=[CH:34][C:35]([CH2:38][S:39]([C:40]5[N:44]([CH3:45])[CH:43]=[N:42][N:41]=5)=[O:55])=[CH:36][CH:37]=4)=[O:30])=[CH:20][C:19]=3[CH:46]=2)=[CH:13][CH:14]=1)[CH2:2][CH2:3][CH3:4].